Dataset: Peptide-MHC class I binding affinity with 185,985 pairs from IEDB/IMGT. Task: Regression. Given a peptide amino acid sequence and an MHC pseudo amino acid sequence, predict their binding affinity value. This is MHC class I binding data. (1) The binding affinity (normalized) is 0.205. The MHC is HLA-B15:01 with pseudo-sequence HLA-B15:01. The peptide sequence is VPYCNYSKF. (2) The peptide sequence is VSPLAVTWW. The MHC is HLA-A02:06 with pseudo-sequence HLA-A02:06. The binding affinity (normalized) is 0.0847. (3) The peptide sequence is GTDNSVVLSRK. The MHC is HLA-A11:01 with pseudo-sequence HLA-A11:01. The binding affinity (normalized) is 0.778. (4) The binding affinity (normalized) is 0.0847. The MHC is HLA-B08:03 with pseudo-sequence HLA-B08:03. The peptide sequence is GQFDSMLAK.